This data is from Forward reaction prediction with 1.9M reactions from USPTO patents (1976-2016). The task is: Predict the product of the given reaction. (1) Given the reactants [F:1][C:2]1[CH:35]=[CH:34][C:5]([CH2:6][CH:7]2[CH2:12][CH2:11][N:10]([CH2:13][C@@H:14]3[O:18][C:17](=[O:19])[N:16]([C:20]4[CH:25]=[CH:24][C:23]([O:26]CC5C=CC=CC=5)=[CH:22][CH:21]=4)[CH2:15]3)[CH2:9][CH2:8]2)=[CH:4][CH:3]=1, predict the reaction product. The product is: [F:1][C:2]1[CH:35]=[CH:34][C:5]([CH2:6][CH:7]2[CH2:12][CH2:11][N:10]([CH2:13][C@@H:14]3[O:18][C:17](=[O:19])[N:16]([C:20]4[CH:21]=[CH:22][C:23]([OH:26])=[CH:24][CH:25]=4)[CH2:15]3)[CH2:9][CH2:8]2)=[CH:4][CH:3]=1. (2) Given the reactants C(OC([N:8]1[CH2:13][CH2:12][NH:11][CH2:10][CH2:9]1)=O)(C)(C)C.C(N(CC)C(C)C)(C)C.[F:23][C:24]1[CH:29]=[C:28]([F:30])[CH:27]=[CH:26][C:25]=1[S:31](Cl)(=[O:33])=[O:32].O, predict the reaction product. The product is: [F:23][C:24]1[CH:29]=[C:28]([F:30])[CH:27]=[CH:26][C:25]=1[S:31]([N:8]1[CH2:9][CH2:10][NH:11][CH2:12][CH2:13]1)(=[O:33])=[O:32]. (3) Given the reactants Cl[C:2]1[C:3]([C:16]2[CH:21]=[CH:20][C:19]([F:22])=[CH:18][CH:17]=2)=[N:4][C:5]2[C:10]([N:11]=1)=[CH:9][C:8]([C:12]([O:14][CH3:15])=[O:13])=[CH:7][CH:6]=2.[NH:23]1[CH2:29][CH2:28][CH2:27][CH2:26][CH2:25][CH2:24]1.[CH2:30](O)[CH2:31][CH2:32]C, predict the reaction product. The product is: [N:23]1([C:2]2[C:3]([C:16]3[CH:21]=[CH:20][C:19]([F:22])=[CH:18][CH:17]=3)=[N:4][C:5]3[C:10]([N:11]=2)=[CH:9][C:8]([C:12]([O:14][CH2:15][CH2:30][CH2:31][CH3:32])=[O:13])=[CH:7][CH:6]=3)[CH2:29][CH2:28][CH2:27][CH2:26][CH2:25][CH2:24]1. (4) Given the reactants Cl.[CH:2]([O:5][NH2:6])([CH3:4])[CH3:3].Cl[C:8]1[C:17]2[C:12](=[CH:13][CH:14]=[CH:15][CH:16]=2)[N:11]=[CH:10][C:9]=1[NH:18][C:19](=O)[CH2:20][CH3:21], predict the reaction product. The product is: [CH2:20]([C:19]1[N:6]([O:5][CH:2]([CH3:4])[CH3:3])[C:8]2[C:17]3[CH:16]=[CH:15][CH:14]=[CH:13][C:12]=3[N:11]=[CH:10][C:9]=2[N:18]=1)[CH3:21]. (5) Given the reactants F[P-](F)(F)(F)(F)F.N1(O[P+](N(C)C)(N(C)C)N(C)C)C2C=CC=CC=2N=N1.[CH:28]1([CH2:34][C@H:35]([N:39]2[CH2:47][C:46]3[C:41](=[CH:42][C:43]([Cl:49])=[C:44]([Cl:48])[CH:45]=3)[C:40]2=[O:50])[C:36](O)=[O:37])[CH2:33][CH2:32][CH2:31][CH2:30][CH2:29]1.[NH2:51][C:52]1[S:53][CH:54]=[CH:55][N:56]=1.C1(C[C@H](N2CC3C(=CC=CC=3)C2=O)C(NC2SC=CN=2)=O)CCCCC1, predict the reaction product. The product is: [CH:28]1([CH2:34][C@H:35]([N:39]2[CH2:47][C:46]3[C:41](=[CH:42][C:43]([Cl:49])=[C:44]([Cl:48])[CH:45]=3)[C:40]2=[O:50])[C:36]([NH:51][C:52]2[S:53][CH:54]=[CH:55][N:56]=2)=[O:37])[CH2:29][CH2:30][CH2:31][CH2:32][CH2:33]1. (6) Given the reactants [CH2:1]([O:3][C:4](=[O:12])[C:5]1[CH:10]=[CH:9][C:8]([NH2:11])=[CH:7][CH:6]=1)[CH3:2].[Br:13][C:14]1[CH:15]=[C:16]([CH:19]=[C:20]([Cl:22])[CH:21]=1)[CH:17]=O, predict the reaction product. The product is: [CH2:1]([O:3][C:4](=[O:12])[C:5]1[CH:10]=[CH:9][C:8]([N:11]=[CH:17][C:16]2[CH:19]=[C:20]([Cl:22])[CH:21]=[C:14]([Br:13])[CH:15]=2)=[CH:7][CH:6]=1)[CH3:2]. (7) Given the reactants [C:1]1([CH3:13])[CH:6]=[C:5]([CH3:7])[CH:4]=[C:3]([CH3:8])[C:2]=1[S:9](Cl)(=[O:11])=[O:10].[OH:14][NH:15][C:16](=[O:22])[O:17][C:18]([CH3:21])([CH3:20])[CH3:19].C(N(CC)CC)C, predict the reaction product. The product is: [C:18]([O:17][C:16]([NH:15][O:14][S:9]([C:2]1[C:3]([CH3:8])=[CH:4][C:5]([CH3:7])=[CH:6][C:1]=1[CH3:13])(=[O:11])=[O:10])=[O:22])([CH3:21])([CH3:20])[CH3:19].